From a dataset of NCI-60 drug combinations with 297,098 pairs across 59 cell lines. Regression. Given two drug SMILES strings and cell line genomic features, predict the synergy score measuring deviation from expected non-interaction effect. Drug 1: CN(C(=O)NC(C=O)C(C(C(CO)O)O)O)N=O. Drug 2: CC1=C(C(=O)C2=C(C1=O)N3CC4C(C3(C2COC(=O)N)OC)N4)N. Cell line: RPMI-8226. Synergy scores: CSS=20.6, Synergy_ZIP=-8.87, Synergy_Bliss=4.15, Synergy_Loewe=-21.7, Synergy_HSA=2.24.